Dataset: Forward reaction prediction with 1.9M reactions from USPTO patents (1976-2016). Task: Predict the product of the given reaction. (1) Given the reactants C[O:2][C:3](=O)[CH2:4][CH2:5][CH2:6][NH:7][S:8]([C:11]([F:14])([F:13])[F:12])(=[O:10])=[O:9].[OH-].[Na+].Cl.S(Cl)([Cl:21])=O, predict the reaction product. The product is: [F:12][C:11]([F:14])([F:13])[S:8]([NH:7][CH2:6][CH2:5][CH2:4][C:3]([Cl:21])=[O:2])(=[O:10])=[O:9]. (2) Given the reactants [CH2:1]([O:8][C:9]1[C:10]([C:37](O)=[O:38])=[N:11][C:12]([N:19]([CH3:36])[S:20]([CH2:23][CH2:24][CH2:25][CH2:26][CH2:27][NH:28][C:29]([O:31][C:32]([CH3:35])([CH3:34])[CH3:33])=[O:30])(=[O:22])=[O:21])=[C:13]2[C:18]=1[N:17]=[CH:16][CH:15]=[CH:14]2)[C:2]1[CH:7]=[CH:6][CH:5]=[CH:4][CH:3]=1.CN(C(ON1N=NC2C=CC=CC1=2)=[N+](C)C)C.F[P-](F)(F)(F)(F)F.CCN(C(C)C)C(C)C.Cl.[NH2:74][CH2:75][C:76]1[CH:86]=[CH:85][C:84]([F:87])=[CH:83][C:77]=1[C:78]([O:80][CH2:81][CH3:82])=[O:79], predict the reaction product. The product is: [CH2:1]([O:8][C:9]1[C:10]([C:37]([NH:74][CH2:75][C:76]2[CH:86]=[CH:85][C:84]([F:87])=[CH:83][C:77]=2[C:78]([O:80][CH2:81][CH3:82])=[O:79])=[O:38])=[N:11][C:12]([N:19]([CH3:36])[S:20]([CH2:23][CH2:24][CH2:25][CH2:26][CH2:27][NH:28][C:29]([O:31][C:32]([CH3:33])([CH3:34])[CH3:35])=[O:30])(=[O:21])=[O:22])=[C:13]2[C:18]=1[N:17]=[CH:16][CH:15]=[CH:14]2)[C:2]1[CH:7]=[CH:6][CH:5]=[CH:4][CH:3]=1. (3) Given the reactants COC1C=CC(C[N:8]2[C:12]3=[N:13][CH:14]=[CH:15][C:16]([O:17][C:18]4[CH:23]=[CH:22][C:21]([NH:24][C:25]([C:27]56[CH2:32][CH:31]5[CH2:30][N:29]([C:33]5[CH:38]=[CH:37][C:36]([F:39])=[CH:35][CH:34]=5)[C:28]6=[O:40])=[O:26])=[CH:20][C:19]=4[F:41])=[C:11]3[C:10]([N:42]3[CH2:47][CH2:46][N:45](C(OC(C)(C)C)=O)[CH2:44][CH2:43]3)=[N:9]2)=CC=1, predict the reaction product. The product is: [F:41][C:19]1[CH:20]=[C:21]([NH:24][C:25]([C:27]23[CH2:32][CH:31]2[CH2:30][N:29]([C:33]2[CH:38]=[CH:37][C:36]([F:39])=[CH:35][CH:34]=2)[C:28]3=[O:40])=[O:26])[CH:22]=[CH:23][C:18]=1[O:17][C:16]1[CH:15]=[CH:14][N:13]=[C:12]2[NH:8][N:9]=[C:10]([N:42]3[CH2:43][CH2:44][NH:45][CH2:46][CH2:47]3)[C:11]=12. (4) Given the reactants Cl[CH2:2][CH2:3][CH2:4][O:5][C:6]1[CH:7]=[C:8]([O:12][CH2:13][C:14]2[CH:19]=[CH:18][CH:17]=[CH:16][CH:15]=2)[CH:9]=[N:10][CH:11]=1.[CH3:20][NH2:21], predict the reaction product. The product is: [CH3:20][NH:21][CH2:2][CH2:3][CH2:4][O:5][C:6]1[CH:11]=[N:10][CH:9]=[C:8]([O:12][CH2:13][C:14]2[CH:19]=[CH:18][CH:17]=[CH:16][CH:15]=2)[CH:7]=1. (5) Given the reactants [C:1]([O:5][C:6](=[O:26])[NH:7][C@H:8]([C:11](=[O:25])[NH:12][C@@H:13]1[C:19](=[O:20])[NH:18][C:17]2[CH:21]=[CH:22][CH:23]=[CH:24][C:16]=2[CH2:15][CH2:14]1)[CH2:9][OH:10])([CH3:4])([CH3:3])[CH3:2].[Br:27][C:28]1[CH:29]=[C:30]2[C:35](=[CH:36][CH:37]=1)[C:34]([CH2:38]Cl)=[C:33]([O:40][CH3:41])[CH:32]=[CH:31]2.C([O-])([O-])=O.[Cs+].[Cs+].[Na+].[I-], predict the reaction product. The product is: [C:1]([O:5][C:6](=[O:26])[NH:7][C@H:8]([C:11](=[O:25])[NH:12][C@@H:13]1[C:19](=[O:20])[N:18]([CH2:38][C:34]2[C:35]3[C:30](=[CH:29][C:28]([Br:27])=[CH:37][CH:36]=3)[CH:31]=[CH:32][C:33]=2[O:40][CH3:41])[C:17]2[CH:21]=[CH:22][CH:23]=[CH:24][C:16]=2[CH2:15][CH2:14]1)[CH2:9][OH:10])([CH3:4])([CH3:2])[CH3:3].